From a dataset of Catalyst prediction with 721,799 reactions and 888 catalyst types from USPTO. Predict which catalyst facilitates the given reaction. (1) Reactant: Br[C:2]1[CH:3]=[C:4]([CH:7]=[CH:8][C:9]=1[O:10][CH3:11])[C:5]#[N:6].C([O:15][B:16](OC(C)C)[O:17]C(C)C)(C)C.C([Li])CCC.CCCCCC. Product: [CH3:11][O:10][C:9]1[CH:8]=[CH:7][C:4]([C:5]#[N:6])=[CH:3][C:2]=1[B:16]([OH:17])[OH:15]. The catalyst class is: 1. (2) Reactant: [OH:1][C:2]1[C:10]2[N:9]=[C:8]([CH3:11])[N:7]([CH:12]=[CH:13][CH3:14])[C:6]=2[CH:5]=[CH:4][C:3]=1[C:15]([C@H:17]1[C@H:21]([C:22]2[CH:27]=[CH:26][CH:25]=[CH:24][CH:23]=2)[O:20][C:19]([CH3:29])([CH3:28])[O:18]1)=[O:16].[OH-].[Na+]. Product: [OH:18][C@H:17]([C@@H:21]([OH:20])[C:22]1[CH:27]=[CH:26][CH:25]=[CH:24][CH:23]=1)[C:15]([C:3]1[CH:4]=[CH:5][C:6]2[N:7]([CH:12]=[CH:13][CH3:14])[C:8]([CH3:11])=[N:9][C:10]=2[C:2]=1[OH:1])=[O:16].[CH:17]([O:18][CH:19]([CH3:29])[CH3:28])([CH3:21])[CH3:15]. The catalyst class is: 33.